From a dataset of Reaction yield outcomes from USPTO patents with 853,638 reactions. Predict the reaction yield, written as a fraction of the theoretical maximum amount of product (1.0 means a 100% yield; for example, 0.34 means a 34% yield). (1) The reactants are [C:1]1(=[O:10])[C:9]2[C:4](=[CH:5][CH:6]=[CH:7][CH:8]=2)[CH2:3][NH:2]1.C(=O)([O-])[O-].[Cs+].[Cs+].[CH3:17][O:18][CH:19]([O:22][CH3:23])[CH2:20]Br. The catalyst is CN1CCCC1=O. The product is [CH3:17][O:18][CH:19]([O:22][CH3:23])[CH2:20][N:2]1[CH2:3][C:4]2[C:9](=[CH:8][CH:7]=[CH:6][CH:5]=2)[C:1]1=[O:10]. The yield is 0.420. (2) The reactants are [C:1]1([N:7]([CH2:25][O:26][CH2:27][CH2:28][Si:29]([CH3:32])([CH3:31])[CH3:30])[C:8]([C:10]2[N:15]=[CH:14][C:13](B3OC(C)(C)C(C)(C)O3)=[CH:12][N:11]=2)=[O:9])[CH:6]=[CH:5][CH:4]=[CH:3][CH:2]=1.FC(F)(F)S(O[C:39](=[CH2:44])[C:40]([O:42][CH3:43])=[O:41])(=O)=O.C(=O)([O-])[O-].[Na+].[Na+]. The catalyst is C1(C)C=CC=CC=1.C1C=CC([P]([Pd]([P](C2C=CC=CC=2)(C2C=CC=CC=2)C2C=CC=CC=2)([P](C2C=CC=CC=2)(C2C=CC=CC=2)C2C=CC=CC=2)[P](C2C=CC=CC=2)(C2C=CC=CC=2)C2C=CC=CC=2)(C2C=CC=CC=2)C2C=CC=CC=2)=CC=1.[Pd].C1(P(C2C=CC=CC=2)C2C=CC=CC=2)C=CC=CC=1. The product is [C:1]1([N:7]([CH2:25][O:26][CH2:27][CH2:28][Si:29]([CH3:31])([CH3:32])[CH3:30])[C:8]([C:10]2[N:15]=[CH:14][C:13]([C:39](=[CH2:44])[C:40]([O:42][CH3:43])=[O:41])=[CH:12][N:11]=2)=[O:9])[CH:6]=[CH:5][CH:4]=[CH:3][CH:2]=1. The yield is 0.650. (3) The reactants are [C:1]1([C:7]#[C:8][CH:9]=[N:10][OH:11])[CH:6]=[CH:5][CH:4]=[CH:3][CH:2]=1.ClN1C(=O)CCC1=O.[CH2:20]=[C:21]1[CH2:26][CH2:25][N:24]([C:27]([O:29][C:30]([CH3:33])([CH3:32])[CH3:31])=[O:28])[CH2:23][CH2:22]1. The catalyst is CN(C=O)C. The product is [C:1]1([C:7]#[C:8][C:9]2[CH2:20][C:21]3([CH2:26][CH2:25][N:24]([C:27]([O:29][C:30]([CH3:31])([CH3:33])[CH3:32])=[O:28])[CH2:23][CH2:22]3)[O:11][N:10]=2)[CH:6]=[CH:5][CH:4]=[CH:3][CH:2]=1. The yield is 0.855. (4) The reactants are C(OC([N:8]1[CH2:13][CH2:12][N:11]([CH2:14][C:15]#[CH:16])[CH2:10][CH2:9]1)=O)(C)(C)C.C(O)(C(F)(F)F)=O. No catalyst specified. The product is [CH2:14]([N:11]1[CH2:12][CH2:13][NH:8][CH2:9][CH2:10]1)[C:15]#[CH:16]. The yield is 1.00. (5) The reactants are [CH3:1][O:2][CH2:3][C:4]1([CH2:17][OH:18])[C:16]2[CH:15]=[CH:14][CH:13]=[CH:12][C:11]=2[C:10]2[C:5]1=[CH:6][CH:7]=[CH:8][CH:9]=2.C(N(CC)CC)C.[CH3:26][Si:27](Cl)([CH3:34])[C:28]1[CH:33]=[CH:32][CH:31]=[CH:30][CH:29]=1. The catalyst is ClCCl. The product is [CH3:1][O:2][CH2:3][C:4]1([CH2:17][O:18][Si:27]([CH3:34])([CH3:26])[C:28]2[CH:33]=[CH:32][CH:31]=[CH:30][CH:29]=2)[C:16]2[CH:15]=[CH:14][CH:13]=[CH:12][C:11]=2[C:10]2[C:5]1=[CH:6][CH:7]=[CH:8][CH:9]=2. The yield is 0.924. (6) The reactants are [CH3:1][N:2]1[C@@H:6]([CH3:7])[C@@H:5]([C:8]2[CH:13]=[CH:12][CH:11]=[CH:10][CH:9]=2)[N:4]([C:14](=[O:61])[C@@H:15]([CH2:46][CH2:47][C:48]([F:60])([F:59])[C:49]([F:58])([F:57])[C:50]([F:56])([F:55])[C:51]([F:54])([F:53])[F:52])[CH2:16][CH2:17][CH2:18][CH2:19][CH2:20][CH2:21][CH2:22][CH2:23][CH2:24][C@@H:25]2[CH2:42][C:41]3[CH:40]=[C:39]([O:43][CH3:44])[CH:38]=[CH:37][C:36]=3[C@@H:35]3[C@@H:26]2[C@H:27]2[C@@:31]([CH2:33][CH2:34]3)([CH3:32])[C@@H:30]([OH:45])[CH2:29][CH2:28]2)[C:3]1=[O:62].[OH-:63].C([N+](CCCC)(CCCC)CCCC)CCC.OO. The catalyst is COCCOC. The product is [OH:45][C@H:30]1[CH2:29][CH2:28][C@H:27]2[C@H:26]3[C@H:35]([CH2:34][CH2:33][C@:31]12[CH3:32])[C:36]1[CH:37]=[CH:38][C:39]([O:43][CH3:44])=[CH:40][C:41]=1[CH2:42][C@H:25]3[CH2:24][CH2:23][CH2:22][CH2:21][CH2:20][CH2:19][CH2:18][CH2:17][CH2:16][C@H:15]([CH2:46][CH2:47][C:48]([F:59])([F:60])[C:49]([F:58])([F:57])[C:50]([F:56])([F:55])[C:51]([F:52])([F:53])[F:54])[C:14]([OH:61])=[O:63].[CH3:1][N:2]1[C@@H:6]([CH3:7])[C@@H:5]([C:8]2[CH:9]=[CH:10][CH:11]=[CH:12][CH:13]=2)[NH:4][C:3]1=[O:62]. The yield is 1.00.